This data is from Reaction yield outcomes from USPTO patents with 853,638 reactions. The task is: Predict the reaction yield, written as a fraction of the theoretical maximum amount of product (1.0 means a 100% yield; for example, 0.34 means a 34% yield). (1) The reactants are C[O:2][C:3](=O)[CH2:4][C:5]1[CH:10]=[CH:9][N:8]=[CH:7][C:6]=1[C:11]#[N:12].[BH4-].[Na+].[Cl-].[NH4+]. The catalyst is C(O)C.C(OC(=O)C)C. The product is [OH:2][CH2:3][CH2:4][C:5]1[C:6]([C:11]#[N:12])=[CH:7][N:8]=[CH:9][CH:10]=1. The yield is 0.740. (2) The reactants are [Br:1][C:2]1[CH:21]=[CH:20][C:5]([O:6][C:7]2[N:14]=[C:13]([N:15]([CH2:17][CH2:18][OH:19])[CH3:16])[CH:12]=[CH:11][C:8]=2[C:9]#[N:10])=[CH:4][C:3]=1[CH:22]1OCC[O:23]1.Cl. The catalyst is C1COCC1. The product is [Br:1][C:2]1[CH:21]=[CH:20][C:5]([O:6][C:7]2[N:14]=[C:13]([N:15]([CH2:17][CH2:18][OH:19])[CH3:16])[CH:12]=[CH:11][C:8]=2[C:9]#[N:10])=[CH:4][C:3]=1[CH:22]=[O:23]. The yield is 0.890. (3) The yield is 0.810. The product is [Cl:1][C:2]1[CH:3]=[C:4]([CH2:19][C:20]([OH:22])=[O:21])[CH:5]=[CH:6][C:7]=1[NH:8][C:9]1[S:10][C:11]2[CH:17]=[CH:16][C:15]([F:18])=[CH:14][C:12]=2[N:13]=1. The reactants are [Cl:1][C:2]1[CH:3]=[C:4]([CH2:19][C:20]([O:22]C)=[O:21])[CH:5]=[CH:6][C:7]=1[NH:8][C:9]1[S:10][C:11]2[CH:17]=[CH:16][C:15]([F:18])=[CH:14][C:12]=2[N:13]=1.[OH-].[Na+]. The catalyst is C1COCC1.